Dataset: Peptide-MHC class I binding affinity with 185,985 pairs from IEDB/IMGT. Task: Regression. Given a peptide amino acid sequence and an MHC pseudo amino acid sequence, predict their binding affinity value. This is MHC class I binding data. The peptide sequence is RPAKSMDSL. The MHC is HLA-B07:02 with pseudo-sequence HLA-B07:02. The binding affinity (normalized) is 0.539.